Dataset: Catalyst prediction with 721,799 reactions and 888 catalyst types from USPTO. Task: Predict which catalyst facilitates the given reaction. (1) Reactant: [O:1]1[C:10]2[C:5](=[N:6][CH:7]=[C:8]([CH2:11][NH:12][CH:13]3[CH2:18][CH2:17][N:16]([CH2:19][CH2:20][N:21]4[C:30]5[C:25](=[CH:26][CH:27]=[C:28]([O:31][CH3:32])[CH:29]=5)[N:24]=[CH:23][C:22]4=[O:33])[CH2:15][CH2:14]3)[CH:9]=2)[O:4][CH2:3][CH2:2]1.[ClH:34].C(OCC)(=O)C. Product: [ClH:34].[O:1]1[C:10]2[C:5](=[N:6][CH:7]=[C:8]([CH2:11][NH:12][CH:13]3[CH2:18][CH2:17][N:16]([CH2:19][CH2:20][N:21]4[C:30]5[C:25](=[CH:26][CH:27]=[C:28]([O:31][CH3:32])[CH:29]=5)[N:24]=[CH:23][C:22]4=[O:33])[CH2:15][CH2:14]3)[CH:9]=2)[O:4][CH2:3][CH2:2]1. The catalyst class is: 13. (2) Reactant: [CH3:1][N:2]1[CH:6]=[C:5](B2OC(C)(C)C(C)(C)O2)[CH:4]=[N:3]1.Cl[C:17]1[CH:22]=[C:21]([O:23][C:24]2[C:25]([CH3:34])=[N:26][C:27]([N+:31]([O-:33])=[O:32])=[CH:28][C:29]=2[CH3:30])[CH:20]=[CH:19][N:18]=1.C([O-])([O-])=O.[K+].[K+]. Product: [CH3:34][C:25]1[C:24]([O:23][C:21]2[CH:22]=[CH:17][N:18]=[C:19]([C:5]3[CH:4]=[N:3][N:2]([CH3:1])[CH:6]=3)[CH:20]=2)=[C:29]([CH3:30])[CH:28]=[C:27]([N+:31]([O-:33])=[O:32])[N:26]=1. The catalyst class is: 70. (3) Reactant: [NH2:1][C:2]1[C:3]([N:17]([CH2:28][CH2:29][O:30][CH2:31][C:32]2[CH:37]=[CH:36][CH:35]=[CH:34][CH:33]=2)[CH2:18][CH2:19][O:20][Si](C(C)(C)C)(C)C)=[N:4][C:5]([C:15]#[N:16])=[N:6][C:7]=1[N:8]([CH:10]1[CH2:14][CH2:13][CH2:12][CH2:11]1)[CH3:9].[F-].C([N+](CCCC)(CCCC)CCCC)CCC.O. Product: [NH2:1][C:2]1[C:3]([N:17]([CH2:28][CH2:29][O:30][CH2:31][C:32]2[CH:33]=[CH:34][CH:35]=[CH:36][CH:37]=2)[CH2:18][CH2:19][OH:20])=[N:4][C:5]([C:15]#[N:16])=[N:6][C:7]=1[N:8]([CH:10]1[CH2:14][CH2:13][CH2:12][CH2:11]1)[CH3:9]. The catalyst class is: 7. (4) Reactant: [OH:1][NH:2][C:3]([C:5]1[CH:10]=[CH:9][C:8]([NH:11][C:12](=[O:29])[CH2:13][CH2:14][CH2:15][C:16]([NH:18][C:19]2[CH:24]=[CH:23][C:22]([C:25](=[NH:28])[NH:26][OH:27])=[CH:21][CH:20]=2)=[O:17])=[CH:7][CH:6]=1)=[NH:4].C(N([CH2:35][CH3:36])CC)C.C([O:44][C:45](=O)[CH2:46][CH2:47][CH2:48][CH2:49][CH3:50])(=O)CCCCC. Product: [CH2:46]([C:45]([O:27][NH:26][C:25]([C:22]1[CH:21]=[CH:20][C:19]([NH:18][C:16](=[O:17])[CH2:15][CH2:14][CH2:13][C:12]([NH:11][C:8]2[CH:7]=[CH:6][C:5]([C:3](=[NH:4])[NH:2][O:1][C:16]([CH2:15][CH2:14][CH2:13][CH2:35][CH3:36])=[O:17])=[CH:10][CH:9]=2)=[O:29])=[CH:24][CH:23]=1)=[NH:28])=[O:44])[CH2:47][CH2:48][CH2:49][CH3:50]. The catalyst class is: 16. (5) Reactant: [C:1]([CH:3]1[CH2:7][CH2:6][N:5]([C:8]([O:10][CH2:11][C:12]2[CH:17]=[CH:16][CH:15]=[CH:14][CH:13]=2)=[O:9])[CH2:4]1)#[N:2].[N-:18]=[N+:19]=[N-:20].[Na+].C(Cl)Cl.C(O)(=O)C1C(=CC=CC=1)O. Product: [NH:18]1[C:1]([CH:3]2[CH2:7][CH2:6][N:5]([C:8]([O:10][CH2:11][C:12]3[CH:17]=[CH:16][CH:15]=[CH:14][CH:13]=3)=[O:9])[CH2:4]2)=[N:2][N:20]=[N:19]1. The catalyst class is: 11.